From a dataset of Catalyst prediction with 721,799 reactions and 888 catalyst types from USPTO. Predict which catalyst facilitates the given reaction. (1) Reactant: [Br:1][C:2]1[CH:7]=[CH:6][CH:5]=[CH:4][CH:3]=1.[C:8](Cl)(=[O:11])[CH:9]=[CH2:10].[Cl-].[Al+3].[Cl-].[Cl-]. Product: [C:8]([C:5]1[CH:6]=[CH:7][C:2]([Br:1])=[CH:3][CH:4]=1)(=[O:11])[CH:9]=[CH2:10]. The catalyst class is: 4. (2) Reactant: [CH2:1]([CH:3]1[N:12]2[C:7](=[CH:8][C:9](=[O:18])[C:10]([C:13]([O:15]CC)=[O:14])=[CH:11]2)[C:6]2[CH:19]=[C:20]([O:27][CH3:28])[C:21]([O:23][CH:24]([CH3:26])[CH3:25])=[CH:22][C:5]=2[CH2:4]1)[CH3:2].[OH-].[Na+].Cl. Product: [CH2:1]([CH:3]1[N:12]2[C:7](=[CH:8][C:9](=[O:18])[C:10]([C:13]([OH:15])=[O:14])=[CH:11]2)[C:6]2[CH:19]=[C:20]([O:27][CH3:28])[C:21]([O:23][CH:24]([CH3:25])[CH3:26])=[CH:22][C:5]=2[CH2:4]1)[CH3:2]. The catalyst class is: 1. (3) Reactant: [NH2:1][C:2]1[C:9]([OH:10])=[C:8]([F:11])[C:7](Br)=[C:6](C)[C:3]=1[C:4]#[N:5].[Cl:14][C:15]1[CH:16]=[C:17](B(O)O)[CH:18]=[CH:19][CH:20]=1.[C:24](=O)([O-])[O-].[Cs+].[Cs+]. Product: [NH2:1][C:2]1[C:3]([CH3:24])([C:4]#[N:5])[CH2:6][C:7]([C:19]2[CH:18]=[CH:17][CH:16]=[C:15]([Cl:14])[CH:20]=2)=[C:8]([F:11])[C:9]=1[OH:10]. The catalyst class is: 38.